Dataset: Full USPTO retrosynthesis dataset with 1.9M reactions from patents (1976-2016). Task: Predict the reactants needed to synthesize the given product. (1) Given the product [O:26]=[C:25]1[NH:1][C:4]2[C:5]3[C:6](=[CH:7][N:8]([CH2:13][C:14]([OH:21])=[O:15])[C:9]=3[CH:10]=[CH:11][CH:12]=2)[CH2:28][CH2:24]1, predict the reactants needed to synthesize it. The reactants are: [N+:1]([C:4]1[CH:12]=[CH:11][CH:10]=[C:9]2[C:5]=1[CH:6]=[CH:7][NH:8]2)([O-])=O.[CH3:13][C:14]1(C)[O:21]C(=O)CC(=O)[O:15]1.N1CC[CH2:28][C@H:24]1[C:25](O)=[O:26].C=O. (2) Given the product [NH2:1][C:2]1[N:7]=[CH:6][C:5]([C:8]2[CH:9]=[CH:10][C:11]([C:14]([N:16]3[CH2:20][CH2:19][CH2:18][C@@H:17]3[CH2:21][N:22]3[CH2:26][CH2:25][CH2:24][CH2:23]3)=[O:15])=[CH:12][CH:13]=2)=[CH:4][C:3]=1[OH:27], predict the reactants needed to synthesize it. The reactants are: [NH2:1][C:2]1[N:7]=[CH:6][C:5]([C:8]2[CH:13]=[CH:12][C:11]([C:14]([N:16]3[CH2:20][CH2:19][CH2:18][C@@H:17]3[CH2:21][N:22]3[CH2:26][CH2:25][CH2:24][CH2:23]3)=[O:15])=[CH:10][CH:9]=2)=[CH:4][C:3]=1[O:27]CC1C=CC=CC=1. (3) The reactants are: [NH2:1][C:2]1[CH:3]=[C:4]([C:9]([N:11]2[CH2:16][CH2:15][CH:14]([C:17]3[CH:22]=[CH:21][C:20]([C:23]4[CH:24]=[N:25][N:26]([CH3:28])[CH:27]=4)=[CH:19][CH:18]=3)[CH2:13][CH2:12]2)=[O:10])[CH:5]=[CH:6][C:7]=1[CH3:8].N1C=CC=CC=1.[Cl:35][C:36]1[CH:44]=[CH:43][C:39]([C:40](Cl)=[O:41])=[CH:38][N:37]=1. Given the product [Cl:35][C:36]1[CH:44]=[CH:43][C:39]([C:40]([NH:1][C:2]2[CH:3]=[C:4]([C:9]([N:11]3[CH2:16][CH2:15][CH:14]([C:17]4[CH:22]=[CH:21][C:20]([C:23]5[CH:24]=[N:25][N:26]([CH3:28])[CH:27]=5)=[CH:19][CH:18]=4)[CH2:13][CH2:12]3)=[O:10])[CH:5]=[CH:6][C:7]=2[CH3:8])=[O:41])=[CH:38][N:37]=1, predict the reactants needed to synthesize it. (4) Given the product [NH3:6].[Cl:1][C:2]1[C:3]([NH:22][C:23]2[CH:24]=[CH:25][CH:26]=[C:27]3[C:32]=2[C:31](=[O:33])[N:30]([CH3:34])[CH2:29][CH2:28]3)=[CH:4][C:5]([NH:8][C:9]2[C:10]([CH3:21])=[N:11][NH:12][CH:13]=2)=[N:6][CH:7]=1, predict the reactants needed to synthesize it. The reactants are: [Cl:1][C:2]1[C:3]([NH:22][C:23]2[CH:24]=[CH:25][CH:26]=[C:27]3[C:32]=2[C:31](=[O:33])[N:30]([CH3:34])[CH2:29][CH2:28]3)=[CH:4][C:5]([NH:8][C:9]2[C:10]([CH3:21])=[N:11][N:12](C(OC(C)(C)C)=O)[CH:13]=2)=[N:6][CH:7]=1.Cl.CCOC(C)=O. (5) Given the product [Br:1][C:2]1[CH:7]=[N:6][CH:5]=[C:4]([O:8][CH:31]2[CH2:32][CH2:33][O:28][CH2:29][CH2:30]2)[CH:3]=1, predict the reactants needed to synthesize it. The reactants are: [Br:1][C:2]1[CH:3]=[C:4]([OH:8])[CH:5]=[N:6][CH:7]=1.C1(P(C2C=CC=CC=2)C2C=CC=CC=2)C=CC=CC=1.[O:28]1[CH2:33][CH2:32][CH:31](O)[CH2:30][CH2:29]1.N(C(OCC)=O)=NC(OCC)=O. (6) Given the product [Si:71]([O:10][C:9]([C@@:11]1([CH2:65][F:66])[CH2:16][CH2:15][C:14]([C:17]2[C:18]([CH3:64])([CH3:63])[C@H:19]3[C@:32]([CH3:35])([CH2:33][CH:34]=2)[C@@H:31]2[C@:22]([CH3:62])([C@@:23]4([CH3:61])[C@H:28]([CH2:29][CH2:30]2)[C@H:27]2[C@H:36]([C:39]([CH3:41])=[CH2:40])[CH2:37][CH2:38][C@:26]2([NH:42][CH2:43][CH2:44][N:45]2[CH2:46][CH2:47][C:48]([C:56]([O:58][CH2:59][CH3:60])=[O:57])([C:51]([O:53][CH2:54][CH3:55])=[O:52])[CH2:49][CH2:50]2)[CH2:25][CH2:24]4)[CH2:21][CH2:20]3)=[CH:13][CH2:12]1)=[O:8])([C:67]([CH3:70])([CH3:69])[CH3:68])([CH3:73])[CH3:72], predict the reactants needed to synthesize it. The reactants are: C([O:8][C:9]([C@@:11]1([CH2:65][F:66])[CH2:16][CH2:15][C:14]([C:17]2[C:18]([CH3:64])([CH3:63])[C@H:19]3[C@:32]([CH3:35])([CH2:33][CH:34]=2)[C@@H:31]2[C@:22]([CH3:62])([C@@:23]4([CH3:61])[C@H:28]([CH2:29][CH2:30]2)[C@H:27]2[C@H:36]([C:39]([CH3:41])=[CH2:40])[CH2:37][CH2:38][C@:26]2([NH:42][CH2:43][CH2:44][N:45]2[CH2:50][CH2:49][C:48]([C:56]([O:58][CH2:59][CH3:60])=[O:57])([C:51]([O:53][CH2:54][CH3:55])=[O:52])[CH2:47][CH2:46]2)[CH2:25][CH2:24]4)[CH2:21][CH2:20]3)=[CH:13][CH2:12]1)=[O:10])C1C=CC=CC=1.[C:67]([SiH:71]([CH3:73])[CH3:72])([CH3:70])([CH3:69])[CH3:68]. (7) The reactants are: [C:1]([O:5][C:6](=[O:26])[N:7]([CH2:11][C:12]1[CH:17]=[CH:16][C:15](Br)=[CH:14][C:13]=1[O:19][C:20]1[CH:21]=[N:22][CH:23]=[CH:24][CH:25]=1)[CH:8]1[CH2:10][CH2:9]1)([CH3:4])([CH3:3])[CH3:2].[CH2:27]1[CH2:37][CH2:36][N:35]2[C:30](=[N:31][CH2:32][CH2:33][CH2:34]2)[CH2:29]C1.C1(N2CCCNCC2)CC1.C1C[O:51][CH2:50]C1. Given the product [C:1]([O:5][C:6](=[O:26])[N:7]([CH:8]1[CH2:10][CH2:9]1)[CH2:11][C:12]1[CH:17]=[CH:16][C:15]([C:50]([N:31]2[CH2:32][CH2:33][CH2:34][N:35]([CH:36]3[CH2:37][CH2:27]3)[CH2:30][CH2:29]2)=[O:51])=[CH:14][C:13]=1[O:19][C:20]1[CH:21]=[N:22][CH:23]=[CH:24][CH:25]=1)([CH3:4])([CH3:3])[CH3:2], predict the reactants needed to synthesize it. (8) Given the product [CH3:20][C:16]1[CH:17]=[CH:18][C:19]([NH:11][C:3]2[C:4]([F:10])=[CH:5][C:6]([F:9])=[C:7]([F:8])[C:2]=2[F:1])=[C:14]([CH2:13][C:12]([OH:21])=[O:24])[CH:15]=1, predict the reactants needed to synthesize it. The reactants are: [F:1][C:2]1[C:7]([F:8])=[C:6]([F:9])[CH:5]=[C:4]([F:10])[C:3]=1[N:11]1[C:19]2[C:14](=[CH:15][C:16]([CH3:20])=[CH:17][CH:18]=2)[CH2:13][C:12]1=[O:21].C([OH:24])C. (9) Given the product [C:1]([CH2:3][C:4]1([N:20]2[CH:24]=[C:23]([C:25]3[CH:30]=[CH:29][N:28]=[C:27]4[NH:31][CH:32]=[CH:33][C:26]=34)[CH:22]=[N:21]2)[CH2:5][N:6]([C:8]2[CH:9]=[CH:10][C:11]([C:12]([NH:14][CH:15]([CH3:17])[CH3:16])=[O:13])=[CH:18][CH:19]=2)[CH2:7]1)#[N:2], predict the reactants needed to synthesize it. The reactants are: [C:1]([CH2:3][C:4]1([N:20]2[CH:24]=[C:23]([C:25]3[CH:30]=[CH:29][N:28]=[C:27]4[N:31](COCC[Si](C)(C)C)[CH:32]=[CH:33][C:26]=34)[CH:22]=[N:21]2)[CH2:7][N:6]([C:8]2[CH:19]=[CH:18][C:11]([C:12]([NH:14][CH:15]([CH3:17])[CH3:16])=[O:13])=[CH:10][CH:9]=2)[CH2:5]1)#[N:2].FC(F)(F)C(O)=O.